This data is from Peptide-MHC class I binding affinity with 185,985 pairs from IEDB/IMGT. The task is: Regression. Given a peptide amino acid sequence and an MHC pseudo amino acid sequence, predict their binding affinity value. This is MHC class I binding data. (1) The peptide sequence is LLKPGGVQW. The MHC is HLA-A69:01 with pseudo-sequence HLA-A69:01. The binding affinity (normalized) is 0.0847. (2) The peptide sequence is FFTYLCGFIK. The MHC is HLA-A31:01 with pseudo-sequence HLA-A31:01. The binding affinity (normalized) is 0.407.